This data is from Forward reaction prediction with 1.9M reactions from USPTO patents (1976-2016). The task is: Predict the product of the given reaction. Given the reactants [CH2:1]([N:5]1[C:13]2[N:12]=[C:11]([Cl:14])[N:10](CC=C)[C:9]=2[C:8](=[O:18])[NH:7][C:6]1=[O:19])[CH2:2][CH2:3][CH3:4].C([O-])([O-])=O.[Cs+].[Cs+].Br[CH2:27][CH2:28][CH2:29][C:30]([O:32][CH2:33][CH3:34])=[O:31].N1CCOCC1.Cl, predict the reaction product. The product is: [CH2:1]([N:5]1[C:13]2[N:12]=[C:11]([Cl:14])[NH:10][C:9]=2[C:8](=[O:18])[N:7]([CH2:27][CH2:28][CH2:29][C:30]([O:32][CH2:33][CH3:34])=[O:31])[C:6]1=[O:19])[CH2:2][CH2:3][CH3:4].